Dataset: Forward reaction prediction with 1.9M reactions from USPTO patents (1976-2016). Task: Predict the product of the given reaction. (1) The product is: [F:8][C:7]1[CH:6]=[CH:5][CH:4]=[C:3]([N+:9]([O-:11])=[O:10])[C:2]=1[NH:15][CH2:14][CH2:12][OH:13]. Given the reactants F[C:2]1[C:7]([F:8])=[CH:6][CH:5]=[CH:4][C:3]=1[N+:9]([O-:11])=[O:10].[CH2:12]([CH2:14][NH2:15])[OH:13], predict the reaction product. (2) The product is: [CH3:16][O:15][CH2:14][CH2:13][O:12][C:9]1[CH:10]=[C:11]2[C:2]([NH:22][C:23]3[CH:28]=[CH:27][CH:26]=[C:25]([C:29]#[CH:30])[CH:24]=3)=[N:3][CH:4]=[N:5][C:6]2=[CH:7][C:8]=1[O:17][CH2:18][CH2:19][O:20][CH3:21].[S:39]([C:8]1[CH:9]=[CH:10][C:11]([CH3:2])=[CH:6][CH:7]=1)([O-:42])(=[O:41])=[O:40]. Given the reactants Cl[C:2]1[C:11]2[C:6](=[CH:7][C:8]([O:17][CH2:18][CH2:19][O:20][CH3:21])=[C:9]([O:12][CH2:13][CH2:14][O:15][CH3:16])[CH:10]=2)[N:5]=[CH:4][N:3]=1.[NH2:22][C:23]1[CH:24]=[C:25]([C:29]#[CH:30])[CH:26]=[CH:27][CH:28]=1.C1(C)C=CC(C([S:39]([OH:42])(=[O:41])=[O:40])=O)=CC=1, predict the reaction product. (3) Given the reactants [CH2:1]([C:3]1[CH:4]=[C:5]([C:14]2[CH:19]=[CH:18][C:17]([OH:20])=[CH:16][CH:15]=2)[CH:6]=[CH:7][C:8]=1[CH2:9][C:10]([O:12]C)=[O:11])[CH3:2].Br[CH2:22][C:23]1[C:28]([C:29]([O:31][C:32]([CH3:35])([CH3:34])[CH3:33])=[O:30])=[C:27]([O:36]C(OC(C)(C)C)=O)[C:26]([C:44]([F:47])([F:46])[F:45])=[CH:25][CH:24]=1, predict the reaction product. The product is: [C:32]([O:31][C:29]([C:28]1[C:27]([OH:36])=[C:26]([C:44]([F:46])([F:47])[F:45])[CH:25]=[CH:24][C:23]=1[CH2:22][O:20][C:17]1[CH:16]=[CH:15][C:14]([C:5]2[CH:6]=[CH:7][C:8]([CH2:9][C:10]([OH:12])=[O:11])=[C:3]([CH2:1][CH3:2])[CH:4]=2)=[CH:19][CH:18]=1)=[O:30])([CH3:33])([CH3:35])[CH3:34]. (4) Given the reactants [CH3:1][O:2][C:3]1[CH:8]=[CH:7][C:6]([NH:9][C:10]2[C:15]([N+:16]([O-])=O)=[CH:14][N:13]=[C:12]([NH:19][C:20]3[CH:21]=[N:22][N:23]([C:25]4[CH:30]=[CH:29][CH:28]=[CH:27][CH:26]=4)[CH:24]=3)[N:11]=2)=[CH:5][CH:4]=1, predict the reaction product. The product is: [CH3:1][O:2][C:3]1[CH:4]=[CH:5][C:6]([NH:9][C:10]2[C:15]([NH2:16])=[CH:14][N:13]=[C:12]([NH:19][C:20]3[CH:21]=[N:22][N:23]([C:25]4[CH:26]=[CH:27][CH:28]=[CH:29][CH:30]=4)[CH:24]=3)[N:11]=2)=[CH:7][CH:8]=1.